This data is from Forward reaction prediction with 1.9M reactions from USPTO patents (1976-2016). The task is: Predict the product of the given reaction. (1) Given the reactants [C:1]([O:5][C:6](=[O:15])[NH:7][C@@H:8]([CH2:11][CH:12]([CH3:14])[CH3:13])[CH2:9][OH:10])([CH3:4])([CH3:3])[CH3:2].Cl[C:17]1[CH:18]=[CH:19][C:20]2[C:32]3[C:27](=[CH:28][N:29]=[C:30]([NH:33][C:34](=[O:36])[CH3:35])[CH:31]=3)[CH2:26][O:25][C:21]=2[C:22]=1[O:23][CH3:24], predict the reaction product. The product is: [C:1]([O:5][C:6](=[O:15])[NH:7][C@@H:8]([CH2:11][CH:12]([CH3:13])[CH3:14])[CH2:9][O:10][C:17]1[CH:18]=[CH:19][C:20]2[C:32]3[C:27](=[CH:28][N:29]=[C:30]([NH:33][C:34](=[O:36])[CH3:35])[CH:31]=3)[CH2:26][O:25][C:21]=2[C:22]=1[O:23][CH3:24])([CH3:4])([CH3:3])[CH3:2]. (2) Given the reactants Br[C:2]1[CH:8]=[CH:7][C:5]([NH2:6])=[CH:4][C:3]=1[O:9][C:10]([F:13])([F:12])[F:11].C(OC(=O)[NH:20][C@H:21]([CH2:36][CH:37]([CH3:39])[CH3:38])[C:22](NC1C=C(OC)C(Br)=CC=1C#N)=[O:23])(C)(C)C.[O:41]1[CH:45]=[CH:44][N:43]=[CH:42]1, predict the reaction product. The product is: [NH2:20][C@H:21]([CH2:36][CH:37]([CH3:38])[CH3:39])[C:22]([NH:6][C:5]1[CH:7]=[CH:8][C:2]([C:45]2[O:41][CH:42]=[N:43][CH:44]=2)=[C:3]([O:9][C:10]([F:13])([F:12])[F:11])[CH:4]=1)=[O:23]. (3) The product is: [ClH:33].[CH3:1][N:2]([CH:26]1[CH2:27][CH2:28][N:29]([CH3:32])[CH2:30][CH2:31]1)[S:3]([C:6]1[CH:25]=[CH:24][C:9]2[N:10]([CH3:23])[C:11]([CH2:13][O:14][C:15]3[CH:16]=[CH:17][C:18]([C:21](=[NH:38])[NH2:22])=[CH:19][CH:20]=3)=[N:12][C:8]=2[CH:7]=1)(=[O:4])=[O:5]. Given the reactants [CH3:1][N:2]([CH:26]1[CH2:31][CH2:30][N:29]([CH3:32])[CH2:28][CH2:27]1)[S:3]([C:6]1[CH:25]=[CH:24][C:9]2[N:10]([CH3:23])[C:11]([CH2:13][O:14][C:15]3[CH:20]=[CH:19][C:18]([C:21]#[N:22])=[CH:17][CH:16]=3)=[N:12][C:8]=2[CH:7]=1)(=[O:5])=[O:4].[ClH:33].C(=O)([O-])[O-].[NH4+:38].[NH4+], predict the reaction product. (4) Given the reactants Br[C:2]1[CH:7]=[CH:6][C:5]([NH:8][C:9]([N:11]2[CH2:16][CH2:15][O:14][CH2:13][CH2:12]2)=[O:10])=[C:4]([C:17](=[O:21])[N:18]([CH3:20])[CH3:19])[CH:3]=1.[B:22]1([B:22]2[O:26][C:25]([CH3:28])([CH3:27])[C:24]([CH3:30])([CH3:29])[O:23]2)[O:26][C:25]([CH3:28])([CH3:27])[C:24]([CH3:30])([CH3:29])[O:23]1.C([O-])(=O)C.[K+], predict the reaction product. The product is: [CH3:19][N:18]([CH3:20])[C:17]([C:4]1[CH:3]=[C:2]([B:22]2[O:26][C:25]([CH3:28])([CH3:27])[C:24]([CH3:30])([CH3:29])[O:23]2)[CH:7]=[CH:6][C:5]=1[NH:8][C:9]([N:11]1[CH2:16][CH2:15][O:14][CH2:13][CH2:12]1)=[O:10])=[O:21].